This data is from Full USPTO retrosynthesis dataset with 1.9M reactions from patents (1976-2016). The task is: Predict the reactants needed to synthesize the given product. (1) Given the product [F:30][C:31]([F:50])([F:49])[S:32]([O:29][C:26]1[CH:25]=[CH:24][C:23]([C:4]2([C:10]3[CH:11]=[C:12]([C:16]4[CH:21]=[CH:20][CH:19]=[C:18]([Cl:22])[CH:17]=4)[CH:13]=[CH:14][CH:15]=3)[C:5]3=[N:9][CH2:8][CH2:7][N:6]3[C:2]([NH2:1])=[N:3]2)=[CH:28][CH:27]=1)(=[O:34])=[O:33], predict the reactants needed to synthesize it. The reactants are: [NH2:1][C:2]1[N:6]2[CH2:7][CH2:8][N:9]=[C:5]2[C:4]([C:23]2[CH:28]=[CH:27][C:26]([OH:29])=[CH:25][CH:24]=2)([C:10]2[CH:11]=[C:12]([C:16]3[CH:21]=[CH:20][CH:19]=[C:18]([Cl:22])[CH:17]=3)[CH:13]=[CH:14][CH:15]=2)[N:3]=1.[F:30][C:31]([F:50])([F:49])[S:32](N(C1C=CC=CC=1)[S:32]([C:31]([F:50])([F:49])[F:30])(=[O:34])=[O:33])(=[O:34])=[O:33].C(=O)([O-])[O-].[K+].[K+].C(OCC)(=O)C. (2) Given the product [O:27]([CH2:24][C:25]1[N:1]([CH:4]2[CH2:23][N:8]3[C:9]4[C:14]([C:15]([CH2:16][C:17]([OH:19])=[O:18])=[C:7]3[CH2:6][CH2:5]2)=[CH:13][CH:12]=[CH:11][CH:10]=4)[N:2]=[N:3][CH:26]=1)[C:28]1[CH:33]=[CH:32][CH:31]=[CH:30][CH:29]=1, predict the reactants needed to synthesize it. The reactants are: [N:1]([CH:4]1[CH2:23][N:8]2[C:9]3[C:14]([C:15]([CH2:16][C:17]([O:19]CCC)=[O:18])=[C:7]2[CH2:6][CH2:5]1)=[CH:13][CH:12]=[CH:11][CH:10]=3)=[N+:2]=[N-:3].[CH2:24]([O:27][C:28]1[CH:33]=[CH:32][CH:31]=[CH:30][CH:29]=1)[C:25]#[CH:26]. (3) Given the product [CH3:18][O:17][C:10]1[CH:11]=[C:12]([CH:13]=[C:20]([CH3:21])[C:19]([OH:23])=[O:22])[CH:15]=[CH:16][C:9]=1[O:8][CH2:1][C:2]1[CH:7]=[CH:6][CH:5]=[CH:4][CH:3]=1, predict the reactants needed to synthesize it. The reactants are: [CH2:1]([O:8][C:9]1[CH:16]=[CH:15][C:12]([CH:13]=O)=[CH:11][C:10]=1[O:17][CH3:18])[C:2]1[CH:7]=[CH:6][CH:5]=[CH:4][CH:3]=1.[C:19]([O-:23])(=[O:22])[CH2:20][CH3:21].[Na+].C(OC(=O)CC)(=O)CC. (4) Given the product [NH2:8][CH2:9][C:10]1[CH:11]=[CH:12][C:13]2[N:14]([CH:16]=[C:17]([C:19]([NH:55][C@H:56]3[CH2:61][CH2:60][C@@H:59]([N:62]4[C:67](=[O:68])[C:66]5[CH:69]=[C:70]([F:73])[CH:71]=[N:72][C:65]=5[N:64]([CH:74]5[CH2:75][CH2:76][S:77][CH2:78][CH2:79]5)[C:63]4=[O:80])[CH2:58][CH2:57]3)=[O:21])[N:18]=2)[CH:15]=1, predict the reactants needed to synthesize it. The reactants are: C(OC([NH:8][CH2:9][C:10]1[CH:11]=[CH:12][C:13]2[N:14]([CH:16]=[C:17]([C:19]([OH:21])=O)[N:18]=2)[CH:15]=1)=O)(C)(C)C.CCN(C(C)C)C(C)C.CN(C(ON1N=NC2C=CC=NC1=2)=[N+](C)C)C.F[P-](F)(F)(F)(F)F.[NH2:55][CH:56]1[CH2:61][CH2:60][CH:59]([N:62]2[C:67](=[O:68])[C:66]3[CH:69]=[C:70]([F:73])[CH:71]=[N:72][C:65]=3[N:64]([CH:74]3[CH2:79][CH2:78][S:77][CH2:76][CH2:75]3)[C:63]2=[O:80])[CH2:58][CH2:57]1.